Task: Predict the reactants needed to synthesize the given product.. Dataset: Full USPTO retrosynthesis dataset with 1.9M reactions from patents (1976-2016) Given the product [Cl:1][C:2]1[CH:7]=[CH:6][C:5](/[CH:8]=[CH:9]/[C:10]([O:12][CH3:17])=[O:11])=[CH:4][C:3]=1[N+:13]([O-:15])=[O:14], predict the reactants needed to synthesize it. The reactants are: [Cl:1][C:2]1[CH:7]=[CH:6][C:5](/[CH:8]=[CH:9]/[C:10]([OH:12])=[O:11])=[CH:4][C:3]=1[N+:13]([O-:15])=[O:14].[Cl-].[CH3:17]O.